Dataset: Full USPTO retrosynthesis dataset with 1.9M reactions from patents (1976-2016). Task: Predict the reactants needed to synthesize the given product. (1) Given the product [Cl:3][C:4]1[C:12]2[N:11]=[C:10]3[N:13]([C:17]4[CH:22]=[CH:21][C:20]([Cl:23])=[CH:19][C:18]=4[C:24]([F:25])([F:27])[F:26])[CH2:14][CH2:15][CH2:16][N:9]3[C:8]=2[C:7]([C:28]([CH2:31][CH3:32])([O:33][CH3:34])[CH2:29][CH3:30])=[CH:6][CH:5]=1, predict the reactants needed to synthesize it. The reactants are: [H-].[Na+].[Cl:3][C:4]1[C:12]2[N:11]=[C:10]3[N:13]([C:17]4[CH:22]=[CH:21][C:20]([Cl:23])=[CH:19][C:18]=4[C:24]([F:27])([F:26])[F:25])[CH2:14][CH2:15][CH2:16][N:9]3[C:8]=2[C:7]([C:28]([OH:33])([CH2:31][CH3:32])[CH2:29][CH3:30])=[CH:6][CH:5]=1.[CH3:34]I. (2) Given the product [Cl:1][C:2]1[CH:3]=[C:4]([C@@H:12]([CH2:25][CH:26]2[CH2:27][CH2:28][CH2:29][CH2:30]2)[C:13]([NH:15][C:16]2[CH:21]=[N:20][C:19]([CH2:22][S:23]([CH3:24])=[O:31])=[CH:18][N:17]=2)=[O:14])[CH:5]=[CH:6][C:7]=1[S:8]([CH3:11])(=[O:9])=[O:10], predict the reactants needed to synthesize it. The reactants are: [Cl:1][C:2]1[CH:3]=[C:4]([C@@H:12]([CH2:25][CH:26]2[CH2:30][CH2:29][CH2:28][CH2:27]2)[C:13]([NH:15][C:16]2[CH:21]=[N:20][C:19]([CH2:22][S:23][CH3:24])=[CH:18][N:17]=2)=[O:14])[CH:5]=[CH:6][C:7]=1[S:8]([CH3:11])(=[O:10])=[O:9].[OH:31]O. (3) Given the product [C:19]1([C:29]2[CH:34]=[CH:33][CH:32]=[CH:31][CH:30]=2)[CH:24]=[CH:23][C:22]([S:25]([N:8]2[CH2:12][C:11](=[N:13][O:14][CH3:15])[CH2:10][C@H:9]2[C:16]([NH:35][CH2:36][CH:37]([OH:39])[CH3:38])=[O:18])(=[O:27])=[O:26])=[CH:21][CH:20]=1, predict the reactants needed to synthesize it. The reactants are: C(OC([N:8]1[CH2:12][C:11](=[N:13][O:14][CH3:15])[CH2:10][C@H:9]1[C:16]([OH:18])=O)=O)(C)(C)C.[C:19]1([C:29]2[CH:34]=[CH:33][CH:32]=[CH:31][CH:30]=2)[CH:24]=[CH:23][C:22]([S:25](Cl)(=[O:27])=[O:26])=[CH:21][CH:20]=1.[NH2:35][CH2:36][CH:37]([OH:39])[CH3:38]. (4) Given the product [CH2:1]([C@@:8]1([O:14][C@H:13]([CH2:15][O:16][C:17](=[O:22])[C:18]([CH3:21])([CH3:20])[CH3:19])[C@H:12]([CH2:23][O:24][Si:33]([C:36]([CH3:39])([CH3:38])[CH3:37])([CH3:35])[CH3:34])[C@@:10]1([CH2:25][O:26][CH3:27])[OH:11])[OH:9])[C:2]1[CH:7]=[CH:6][CH:5]=[CH:4][CH:3]=1, predict the reactants needed to synthesize it. The reactants are: [CH2:1]([C@@:8]1([O:14][C@H:13]([CH2:15][O:16][C:17](=[O:22])[C:18]([CH3:21])([CH3:20])[CH3:19])[C@H:12]([CH2:23][OH:24])[C@@:10]1([CH2:25][O:26][CH3:27])[OH:11])[OH:9])[C:2]1[CH:7]=[CH:6][CH:5]=[CH:4][CH:3]=1.N1C=CN=C1.[Si:33](Cl)([C:36]([CH3:39])([CH3:38])[CH3:37])([CH3:35])[CH3:34]. (5) Given the product [CH3:13][O:10][C:9](=[O:11])[CH2:8][C:4]1[CH:5]=[CH:6][CH:7]=[C:2]([SH:1])[CH:3]=1, predict the reactants needed to synthesize it. The reactants are: [SH:1][C:2]1[CH:3]=[C:4]([CH2:8][C:9]([OH:11])=[O:10])[CH:5]=[CH:6][CH:7]=1.Cl.[CH3:13]O. (6) Given the product [Cl:8][C:6]1[N:5]=[C:4]([NH:9][CH:10]([CH3:12])[CH3:11])[N:3]=[C:2]([NH:27][C:25]2[CH:24]=[CH:23][N:22]=[C:21]([C:20]([F:29])([F:19])[F:28])[CH:26]=2)[CH:7]=1, predict the reactants needed to synthesize it. The reactants are: Cl[C:2]1[CH:7]=[C:6]([Cl:8])[N:5]=[C:4]([NH:9][CH:10]([CH3:12])[CH3:11])[N:3]=1.CC([O-])(C)C.[K+].[F:19][C:20]([F:29])([F:28])[C:21]1[CH:26]=[C:25]([NH2:27])[CH:24]=[CH:23][N:22]=1. (7) Given the product [CH2:4]([O:11][CH2:12][CH2:13][C:14]1[NH:3][N:2]=[C:16]([C:18]2[CH:23]=[CH:22][C:21]([F:24])=[CH:20][CH:19]=2)[CH:15]=1)[C:5]1[CH:10]=[CH:9][CH:8]=[CH:7][CH:6]=1, predict the reactants needed to synthesize it. The reactants are: O.[NH2:2][NH2:3].[CH2:4]([O:11][CH2:12][CH2:13][C:14]#[C:15][C:16]([C:18]1[CH:23]=[CH:22][C:21]([F:24])=[CH:20][CH:19]=1)=O)[C:5]1[CH:10]=[CH:9][CH:8]=[CH:7][CH:6]=1.